This data is from Full USPTO retrosynthesis dataset with 1.9M reactions from patents (1976-2016). The task is: Predict the reactants needed to synthesize the given product. (1) Given the product [ClH:1].[Cl:1][C:2]1[CH:3]=[CH:4][C:5]([O:10][C@H:11]([C:13]2[N:17]([CH3:18])[C:16]([C:19]3[CH:24]=[CH:23][CH:22]=[CH:21][C:20]=3[C:25]([F:28])([F:27])[F:26])=[N:15][N:14]=2)[CH3:12])=[C:6]([CH:9]=1)[CH:7]=[O:55], predict the reactants needed to synthesize it. The reactants are: [Cl:1][C:2]1[CH:3]=[CH:4][C:5]([O:10][C@H:11]([C:13]2[N:17]([CH3:18])[C:16]([C:19]3[CH:24]=[CH:23][CH:22]=[CH:21][C:20]=3[C:25]([F:28])([F:27])[F:26])=[N:15][N:14]=2)[CH3:12])=[C:6]([CH:9]=1)[C:7]#N.C1(C)C=CC=CC=1.CC(C[AlH]CC(C)C)C.C1(C)C=CC=CC=1.[C@H](O)(C([O-])=O)[C@@H](O)C([O-])=[O:55].[Na+].[K+]. (2) Given the product [F:31][C:28]1[CH:29]=[CH:30][C:25]([CH2:24][CH:7]([OH:6])[CH2:8][CH2:9][CH:10]2[CH2:14][CH2:13][C:12](=[O:15])[N:11]2[CH2:16][CH2:17][CH2:18][CH2:19][CH2:20][CH2:21][C:22]#[N:23])=[CH:26][CH:27]=1, predict the reactants needed to synthesize it. The reactants are: C([Si](C)(C)[O:6][CH:7]([CH2:24][C:25]1[CH:30]=[CH:29][C:28]([F:31])=[CH:27][CH:26]=1)[CH2:8][CH2:9][CH:10]1[CH2:14][CH2:13][C:12](=[O:15])[N:11]1[CH2:16][CH2:17][CH2:18][CH2:19][CH2:20][CH2:21][C:22]#[N:23])(C)(C)C.CCCC[N+](CCCC)(CCCC)CCCC.[F-].C([O-])(O)=O.[Na+]. (3) Given the product [CH3:7][O:6][C:4](=[O:5])[CH2:3][CH2:2][N:8]1[CH2:9][CH2:10][CH:11]([O:14][C:15](=[O:29])[NH:16][C:17]2[CH:22]=[CH:21][CH:20]=[CH:19][C:18]=2[C:23]2[CH:28]=[CH:27][CH:26]=[CH:25][CH:24]=2)[CH2:12][CH2:13]1, predict the reactants needed to synthesize it. The reactants are: Br[CH2:2][CH2:3][C:4]([O:6][CH3:7])=[O:5].[NH:8]1[CH2:13][CH2:12][CH:11]([O:14][C:15](=[O:29])[NH:16][C:17]2[CH:22]=[CH:21][CH:20]=[CH:19][C:18]=2[C:23]2[CH:28]=[CH:27][CH:26]=[CH:25][CH:24]=2)[CH2:10][CH2:9]1.CCN(C(C)C)C(C)C.